From a dataset of Catalyst prediction with 721,799 reactions and 888 catalyst types from USPTO. Predict which catalyst facilitates the given reaction. (1) Reactant: [CH:1]1([C:4]2[O:5][CH2:6][CH:7]([C:9]([O:11][CH3:12])=[O:10])[N:8]=2)[CH2:3][CH2:2]1.C1C(C(OOC(C)(C)C)=O)=CC=CC=1. Product: [CH:1]1([C:4]2[O:5][CH:6]=[C:7]([C:9]([O:11][CH3:12])=[O:10])[N:8]=2)[CH2:2][CH2:3]1. The catalyst class is: 11. (2) Reactant: [CH3:1][O:2][C:3]1[CH:25]=[N:24][C:6]2[N:7]([C:12]([O:14]C3C=CC([N+]([O-])=O)=CC=3)=O)[CH2:8][C:9](=[O:11])[NH:10][C:5]=2[CH:4]=1.Cl.[NH2:27][CH:28]([C:32]1[CH:37]=[CH:36][C:35]([O:38][C:39]([F:42])([F:41])[F:40])=[C:34]([F:43])[CH:33]=1)[CH2:29][C:30]#[N:31].C(N(CC)CC)C.O. Product: [C:30]([CH2:29][CH:28]([NH:27][C:12]([N:7]1[CH2:8][C:9](=[O:11])[NH:10][C:5]2[CH:4]=[C:3]([O:2][CH3:1])[CH:25]=[N:24][C:6]1=2)=[O:14])[C:32]1[CH:37]=[CH:36][C:35]([O:38][C:39]([F:41])([F:42])[F:40])=[C:34]([F:43])[CH:33]=1)#[N:31]. The catalyst class is: 9.